This data is from Catalyst prediction with 721,799 reactions and 888 catalyst types from USPTO. The task is: Predict which catalyst facilitates the given reaction. (1) Reactant: [CH:1]1([CH2:4][C:5]([OH:12])([CH3:11])[C:6]([O:8]CC)=[O:7])[CH2:3][CH2:2]1.[Li+].[OH-]. Product: [CH:1]1([CH2:4][C:5]([OH:12])([CH3:11])[C:6]([OH:8])=[O:7])[CH2:3][CH2:2]1. The catalyst class is: 5. (2) Reactant: [Cl-].[CH2:2]([O:9][C:10]1[CH:15]=[CH:14][C:13]([CH2:16][C@H:17]([NH3+:22])[C:18]([O:20][CH3:21])=[O:19])=[CH:12][C:11]=1[O:23][C:24](=[O:27])[NH:25][CH3:26])[C:3]1[CH:8]=[CH:7][CH:6]=[CH:5][CH:4]=1.C(N(CC)CC)C.[CH2:35]([O:42][C:43]([NH:45][C@@H:46]([CH2:50][C:51]1[CH:56]=[CH:55][C:54]([O:57][CH2:58][C:59]2[CH:64]=[CH:63][CH:62]=[CH:61][CH:60]=2)=[C:53]([O:65][CH2:66][C:67]2[CH:72]=[CH:71][CH:70]=[CH:69][CH:68]=2)[CH:52]=1)[C:47](O)=[O:48])=[O:44])[C:36]1[CH:41]=[CH:40][CH:39]=[CH:38][CH:37]=1.C1C=CC2N(O)N=NC=2C=1.C(Cl)CCl. Product: [CH3:21][O:20][C:18](=[O:19])[C@@H:17]([NH:22][C:47](=[O:48])[C@@H:46]([NH:45][C:43]([O:42][CH2:35][C:36]1[CH:41]=[CH:40][CH:39]=[CH:38][CH:37]=1)=[O:44])[CH2:50][C:51]1[CH:56]=[CH:55][C:54]([O:57][CH2:58][C:59]2[CH:60]=[CH:61][CH:62]=[CH:63][CH:64]=2)=[C:53]([O:65][CH2:66][C:67]2[CH:68]=[CH:69][CH:70]=[CH:71][CH:72]=2)[CH:52]=1)[CH2:16][C:13]1[CH:14]=[CH:15][C:10]([O:9][CH2:2][C:3]2[CH:8]=[CH:7][CH:6]=[CH:5][CH:4]=2)=[C:11]([O:23][C:24](=[O:27])[NH:25][CH3:26])[CH:12]=1. The catalyst class is: 4. (3) Reactant: [O:1]1[C:5]2[CH:6]=[CH:7][CH:8]=[CH:9][C:4]=2[N:3]=[CH:2]1.[C:10]([OH:17])(=[O:16])/[CH:11]=[CH:12]\[C:13]([OH:15])=[O:14]. The catalyst class is: 5. Product: [O:1]1[C:5]2[CH:6]=[CH:7][CH:8]=[CH:9][C:4]=2[N:3]=[C:2]1[CH:11]1[C:12]2[C:13](=[CH:5][CH:6]=[CH:7][CH:8]=2)[CH2:2][N:3]([CH3:4])[CH2:10]1.[C:10]([OH:17])(=[O:16])/[CH:11]=[CH:12]\[C:13]([OH:15])=[O:14].[O:1]1[C:5]2[CH:6]=[CH:7][CH:8]=[CH:9][C:4]=2[N:3]=[C:2]1[CH:11]1[C:12]2[C:13](=[CH:5][CH:6]=[CH:7][CH:8]=2)[CH2:2][N:3]([CH3:4])[CH2:10]1. (4) Reactant: [NH2:1][C:2]1[N:6]([CH3:7])[C:5](=[O:8])[C:4]([C:17]2[CH:22]=[CH:21][CH:20]=[C:19](Br)[CH:18]=2)([C:9]2[CH:14]=[CH:13][C:12]([O:15][CH3:16])=[CH:11][CH:10]=2)[N:3]=1.[CH3:24][S:25]([O:28][C:29]1[CH:34]=[C:33](B2OC(C)(C)C(C)(C)O2)[CH:32]=[C:31]([O:44][CH3:45])[CH:30]=1)(=[O:27])=[O:26].C(=O)([O-])[O-].[K+].[K+]. Product: [CH3:24][S:25]([O:28][C:29]1[CH:34]=[C:33]([C:19]2[CH:20]=[CH:21][CH:22]=[C:17]([C:4]3([C:9]4[CH:14]=[CH:13][C:12]([O:15][CH3:16])=[CH:11][CH:10]=4)[C:5](=[O:8])[N:6]([CH3:7])[C:2]([NH2:1])=[N:3]3)[CH:18]=2)[CH:32]=[C:31]([O:44][CH3:45])[CH:30]=1)(=[O:27])=[O:26]. The catalyst class is: 7. (5) Reactant: [Cl:1][C:2]1[C:10]2[C:5](=[N:6][CH:7]=[CH:8][C:9]=2I)[NH:4][N:3]=1.[CH3:12][C:13]([C:25]1[CH:30]=[CH:29][CH:28]=[C:27](B2OC(C)(C)C(C)(C)O2)[CH:26]=1)([CH2:23][CH3:24])[CH2:14][NH:15][C:16](=[O:22])[O:17][C:18]([CH3:21])([CH3:20])[CH3:19].C([O-])([O-])=O.[Na+].[Na+]. Product: [Cl:1][C:2]1[C:10]2[C:5](=[N:6][CH:7]=[CH:8][C:9]=2[C:27]2[CH:26]=[C:25]([C:13]([CH3:12])([CH2:23][CH3:24])[CH2:14][NH:15][C:16](=[O:22])[O:17][C:18]([CH3:19])([CH3:20])[CH3:21])[CH:30]=[CH:29][CH:28]=2)[NH:4][N:3]=1. The catalyst class is: 203. (6) Reactant: I[C:2]1[CH:7]=[CH:6][C:5]([N:8]2[CH:13]=[C:12]([O:14][CH3:15])[C:11](=[O:16])[C:10]([C:17]([N:19]([O:21][CH3:22])[CH3:20])=[O:18])=[N:9]2)=[C:4]([O:23][CH3:24])[CH:3]=1.[NH:25]1[CH:29]=[CH:28][CH:27]=[N:26]1.C(=NO)C1C(=CC=CC=1)O.C([O-])([O-])=O.[Cs+].[Cs+]. Product: [CH3:22][O:21][N:19]([CH3:20])[C:17]([C:10]1[C:11](=[O:16])[C:12]([O:14][CH3:15])=[CH:13][N:8]([C:5]2[CH:6]=[CH:7][C:2]([N:25]3[CH:29]=[CH:28][CH:27]=[N:26]3)=[CH:3][C:4]=2[O:23][CH3:24])[N:9]=1)=[O:18]. The catalyst class is: 144.